From a dataset of Full USPTO retrosynthesis dataset with 1.9M reactions from patents (1976-2016). Predict the reactants needed to synthesize the given product. (1) Given the product [CH3:32][N:33]([CH3:37])[C:34]([N:29]1[CH2:28][CH2:27][N:26]([C:24]([C:6]2[N:5]([CH:2]([CH3:3])[CH3:4])[C:13]3[C:8]([CH:7]=2)=[CH:9][C:10]([O:14][CH:15]2[CH2:20][CH2:19][N:18]([CH:21]([CH3:23])[CH3:22])[CH2:17][CH2:16]2)=[CH:11][CH:12]=3)=[O:25])[CH2:31][CH2:30]1)=[O:35], predict the reactants needed to synthesize it. The reactants are: Cl.[CH:2]([N:5]1[C:13]2[C:8](=[CH:9][C:10]([O:14][CH:15]3[CH2:20][CH2:19][N:18]([CH:21]([CH3:23])[CH3:22])[CH2:17][CH2:16]3)=[CH:11][CH:12]=2)[CH:7]=[C:6]1[C:24]([N:26]1[CH2:31][CH2:30][NH:29][CH2:28][CH2:27]1)=[O:25])([CH3:4])[CH3:3].[CH3:32][N:33]([CH3:37])[C:34](Cl)=[O:35]. (2) Given the product [CH3:7][C:4]1[N:3]([C@H:8]2[CH2:12][C@@:11]([CH:18]([CH3:20])[CH3:19])([C:13]([O:15][CH3:16])=[O:14])[CH:10]=[CH:9]2)[C:2]([CH3:1])=[CH:6][CH:5]=1, predict the reactants needed to synthesize it. The reactants are: [CH3:1][C:2]1[N:3]([C@H:8]2[CH2:12][C@@H:11]([C:13]([O:15][CH3:16])=[O:14])[CH:10]=[CH:9]2)[C:4]([CH3:7])=[CH:5][CH:6]=1.I[CH:18]([CH3:20])[CH3:19]. (3) Given the product [F:30][C:31]([F:42])([F:41])[C:32]([N:3]1[CH2:8][CH2:7][CH:6]([CH2:9][N:10]2[CH2:20][C:19]3[N:21]4[C:12](=[CH:13][N:14]=[C:15]4[CH:16]=[CH:17][CH:18]=3)[C:11]2=[O:22])[CH2:5][CH2:4]1)=[O:33], predict the reactants needed to synthesize it. The reactants are: Cl.Cl.[NH:3]1[CH2:8][CH2:7][CH:6]([CH2:9][N:10]2[CH2:20][C:19]3[N:21]4[C:12](=[CH:13][N:14]=[C:15]4[CH:16]=[CH:17][CH:18]=3)[C:11]2=[O:22])[CH2:5][CH2:4]1.C(N(CC)CC)C.[F:30][C:31]([F:42])([F:41])[C:32](O[C:32](=[O:33])[C:31]([F:42])([F:41])[F:30])=[O:33].